From a dataset of Catalyst prediction with 721,799 reactions and 888 catalyst types from USPTO. Predict which catalyst facilitates the given reaction. Reactant: [CH2:1]([NH:5][CH2:6][P:7]([OH:10])([OH:9])=[O:8])[C:2]([OH:4])=[O:3].[OH-].[K+:12]. Product: [CH2:1]([NH:5][CH2:6][P:7]([O-:10])([OH:9])=[O:8])[C:2]([OH:4])=[O:3].[K+:12]. The catalyst class is: 6.